From a dataset of Forward reaction prediction with 1.9M reactions from USPTO patents (1976-2016). Predict the product of the given reaction. (1) Given the reactants [CH3:1][N:2]([CH3:27])[CH2:3][CH2:4][N:5]1[C:9]2[CH:10]=[CH:11][C:12]([S:14]([C@@H:17]3[CH2:21][CH2:20][NH:19][CH2:18]3)(=[O:16])=[O:15])=[CH:13][C:8]=2[N:7]=[C:6]1[CH2:22][C:23]([CH3:26])([CH3:25])[CH3:24].C=O.[CH:30](O)=O, predict the reaction product. The product is: [CH3:1][N:2]([CH3:27])[CH2:3][CH2:4][N:5]1[C:9]2[CH:10]=[CH:11][C:12]([S:14]([C@@H:17]3[CH2:21][CH2:20][N:19]([CH3:30])[CH2:18]3)(=[O:15])=[O:16])=[CH:13][C:8]=2[N:7]=[C:6]1[CH2:22][C:23]([CH3:24])([CH3:26])[CH3:25]. (2) The product is: [OH:27][C@H:22]1[CH2:23][CH2:24][CH2:25][CH2:26][C@@H:21]1[NH:20][C:19]([C:9]1[C:7]2=[N:8][CH:3]=[CH:4][CH:5]=[C:6]2[N:11]([CH2:12][C:32]2[CH:37]=[CH:36][N:35]=[CH:34][CH:33]=2)[CH:10]=1)=[O:28]. Given the reactants C([C:3]1[N:8]=[C:7]2[C:9]([C:19](=[O:28])[NH:20][C@H:21]3[CH2:26][CH2:25][CH2:24][CH2:23][C@@H:22]3[OH:27])=[CH:10][N:11]([C:12](OC(C)(C)C)=O)[C:6]2=[CH:5][CH:4]=1)#N.Cl.ClC[C:32]1[CH:37]=[CH:36][N:35]=[CH:34][CH:33]=1.C(=O)([O-])[O-].[Cs+].[Cs+], predict the reaction product. (3) Given the reactants [CH3:1][NH:2][CH3:3].[CH2:4]([O:6][C:7](=[O:22])[CH2:8][C:9]1[C:18]2[C:13](=[CH:14][CH:15]=[C:16]([CH:19]=O)[CH:17]=2)[CH:12]=[CH:11][C:10]=1[Cl:21])[CH3:5].C([BH3-])#N.[Na+].C(O)(=O)C, predict the reaction product. The product is: [CH2:4]([O:6][C:7](=[O:22])[CH2:8][C:9]1[C:18]2[C:13](=[CH:14][CH:15]=[C:16]([CH2:19][N:2]([CH3:3])[CH3:1])[CH:17]=2)[CH:12]=[CH:11][C:10]=1[Cl:21])[CH3:5].